This data is from Reaction yield outcomes from USPTO patents with 853,638 reactions. The task is: Predict the reaction yield, written as a fraction of the theoretical maximum amount of product (1.0 means a 100% yield; for example, 0.34 means a 34% yield). (1) The reactants are [Cl:1][C:2]1[CH:7]=[CH:6][C:5]([C@H:8]2[C@H:13]([OH:14])[C@@H:12]([OH:15])[C@H:11]([OH:16])[C@@H:10]([CH2:17][OH:18])[O:9]2)=[CH:4][C:3]=1[CH2:19][C:20]1[S:21][C:22]([C:25]2[CH:29]=[CH:28][S:27][CH:26]=2)=[CH:23][N:24]=1.[C:30](Cl)(=[O:35])[C:31]([CH3:34])([CH3:33])[CH3:32]. The catalyst is CN(C1C=CN=CC=1)C.N1C=CC=CC=1. The product is [C:30]([O:18][CH2:17][C@@H:10]1[C@@H:11]([OH:16])[C@H:12]([OH:15])[C@@H:13]([OH:14])[C@H:8]([C:5]2[CH:6]=[CH:7][C:2]([Cl:1])=[C:3]([CH2:19][C:20]3[S:21][C:22]([C:25]4[CH:29]=[CH:28][S:27][CH:26]=4)=[CH:23][N:24]=3)[CH:4]=2)[O:9]1)(=[O:35])[C:31]([CH3:34])([CH3:33])[CH3:32]. The yield is 0.470. (2) The reactants are [C:1]([O:5][C:6]([NH:8][CH2:9][C:10]1[CH:15]=[CH:14][C:13]([C:16]2[CH:21]=[CH:20][C:19]([OH:22])=[CH:18][CH:17]=2)=[CH:12][CH:11]=1)=[O:7])([CH3:4])([CH3:3])[CH3:2].Br[CH2:24][C:25]([O:27][CH3:28])=[O:26].C(=O)([O-])[O-].[K+].[K+]. The catalyst is CN(C=O)C. The yield is 0.970. The product is [CH3:28][O:27][C:25](=[O:26])[CH2:24][O:22][C:19]1[CH:20]=[CH:21][C:16]([C:13]2[CH:14]=[CH:15][C:10]([CH2:9][NH:8][C:6]([O:5][C:1]([CH3:4])([CH3:2])[CH3:3])=[O:7])=[CH:11][CH:12]=2)=[CH:17][CH:18]=1.